Dataset: Reaction yield outcomes from USPTO patents with 853,638 reactions. Task: Predict the reaction yield, written as a fraction of the theoretical maximum amount of product (1.0 means a 100% yield; for example, 0.34 means a 34% yield). (1) The reactants are CCN(C(C)C)C(C)C.[C:10]1([NH:16][C:17]2[CH:18]=[CH:19][C:20]([C:23]([OH:25])=O)=[N:21][CH:22]=2)[CH:15]=[CH:14][CH:13]=[CH:12][CH:11]=1.CCN=C=NCCCN(C)C.C1C=CC2N(O)N=NC=2C=1.[NH2:47][CH2:48][C:49]([N:51]1[CH2:56][CH2:55][N:54]([C:57](=[O:68])[C:58]2[CH:63]=[CH:62][CH:61]=[CH:60][C:59]=2[C:64]([F:67])([F:66])[F:65])[CH2:53][CH2:52]1)=[O:50].Cl. The catalyst is CN(C=O)C.O. The product is [F:67][C:64]([F:65])([F:66])[C:59]1[CH:60]=[CH:61][CH:62]=[CH:63][C:58]=1[C:57]([N:54]1[CH2:55][CH2:56][N:51]([C:49](=[O:50])[CH2:48][NH:47][C:23]([C:20]2[CH:19]=[CH:18][C:17]([NH:16][C:10]3[CH:11]=[CH:12][CH:13]=[CH:14][CH:15]=3)=[CH:22][N:21]=2)=[O:25])[CH2:52][CH2:53]1)=[O:68]. The yield is 0.420. (2) The reactants are [OH:1][CH:2]1[CH2:5][N:4]([C:6]([O:8][C:9]([CH3:12])([CH3:11])[CH3:10])=[O:7])[CH2:3]1.CCN(C(C)C)C(C)C.[Cl:22][C:23](Cl)([O:25]C(=O)OC(Cl)(Cl)Cl)Cl. The catalyst is C1COCC1. The product is [Cl:22][C:23]([O:1][CH:2]1[CH2:3][N:4]([C:6]([O:8][C:9]([CH3:12])([CH3:11])[CH3:10])=[O:7])[CH2:5]1)=[O:25]. The yield is 0.550. (3) The reactants are [Br:1][C:2]1[CH:3]=[C:4]2[C:9](=[CH:10][CH:11]=1)[O:8][C@@:7]1([CH3:28])[CH2:12][O:13][CH2:14]/[C:15](=N\NS(C3C=CC(C)=CC=3)(=O)=O)/[C@@H:6]1[CH2:5]2.[B]1OC2C(=CC=CC=2)O1.O.O.O.C([O-])(=O)C.[Na+]. The catalyst is C(Cl)(Cl)Cl.C(Cl)Cl. The product is [Br:1][C:2]1[CH:3]=[C:4]2[C:9](=[CH:10][CH:11]=1)[O:8][C:7]1([CH3:28])[CH2:12][O:13][CH2:14][CH2:15][CH:6]1[CH2:5]2. The yield is 0.750. (4) The reactants are [CH3:1][C:2]1[CH:7]=[CH:6][C:5]([CH3:8])=[CH:4][C:3]=1[NH:9][C:10]1[N:15]2[N:16]=[CH:17][C:18]([C:19]([OH:21])=O)=[C:14]2[N:13]=[CH:12][C:11]=1[C:22]([N:24]1[CH2:29][CH2:28][C:27]2([C:37]3[C:32](=[CH:33][CH:34]=[CH:35][CH:36]=3)[CH:31]=[C:30]2[CH3:38])[CH2:26][CH2:25]1)=[O:23].[CH2:39]([S:41]([NH2:44])(=[O:43])=[O:42])[CH3:40]. No catalyst specified. The product is [CH3:1][C:2]1[CH:7]=[CH:6][C:5]([CH3:8])=[CH:4][C:3]=1[NH:9][C:10]1[N:15]2[N:16]=[CH:17][C:18]([C:19]([NH:44][S:41]([CH2:39][CH3:40])(=[O:43])=[O:42])=[O:21])=[C:14]2[N:13]=[CH:12][C:11]=1[C:22]([N:24]1[CH2:25][CH2:26][C:27]2([C:37]3[C:32](=[CH:33][CH:34]=[CH:35][CH:36]=3)[CH:31]=[C:30]2[CH3:38])[CH2:28][CH2:29]1)=[O:23]. The yield is 0.520. (5) The reactants are [CH3:1][C:2]([CH3:9])=[CH:3][CH2:4][CH2:5][C:6](=O)[CH3:7].[CH2:10]([C:17]#[N:18])[C:11]1[CH:16]=[CH:15][CH:14]=[CH:13][CH:12]=1.[OH-].[K+].CO. No catalyst specified. The product is [CH3:7][C:6]([CH2:5][CH2:4][CH:3]=[C:2]([CH3:9])[CH3:1])=[C:10]([C:11]1[CH:16]=[CH:15][CH:14]=[CH:13][CH:12]=1)[C:17]#[N:18]. The yield is 0.240. (6) The reactants are [C:1](Cl)(=[O:4])[CH:2]=[CH2:3].[CH3:6][N:7]1[C:11]2=[N:12][CH:13]=[CH:14][CH:15]=[C:10]2[C:9](CNC)=[CH:8]1.[CH2:19]([N:21](CC)[CH2:22]C)C. The catalyst is C(Cl)Cl. The product is [CH3:19][N:21]([CH2:22][C:8]1[N:7]([CH3:6])[C:11]2=[N:12][CH:13]=[CH:14][CH:15]=[C:10]2[CH:9]=1)[C:1](=[O:4])[CH:2]=[CH2:3]. The yield is 0.800.